From a dataset of Antibody developability classification from SAbDab with 2,409 antibodies. Regression/Classification. Given an antibody's heavy chain and light chain sequences, predict its developability. TAP uses regression for 5 developability metrics; SAbDab uses binary classification. (1) The antibody is ['EVQLVESGGGLVQPGGSLRLSCAASGFNVYYYYIHWVRQAPGKGLEWVASISPYYGYTSYADSVKGRFTISADTSKNTAYLQMNSLRAEDTAVYYCARWSYDQSMSYKSGMDYWGQGTLVTVSS', 'DIQMTQSPSSLSASVGDRVTITCRASQSVSSAVAWYQQKPGKAPKLLIYSASSLYSGVPSRFSGSRSGTDFTLTISSLQPEDFATYYCQQYSYSLVTFGQGTKVEIK']. Result: 0 (not developable). (2) The antibody is ['EVQLVETGGGLIQPGGSLRLSCAASGFTVSSNYMSWVRQAPGKGLEWVSVIYSGGSTYYADSVKGRFTISRDNSKNTLYLQMNSLRAEDTAVYYCARYDGIYGELDFWGQGTLVTVSS', 'EIVLTQSPGTLSLSPGERATLSCRASQSVSSSYLAWYQQKPGQAPRLLIYGASSRATGIPDRFSGSGSGTDFTLTISRLEPEDFAVYYCQQYGSSPLTFGQGTKVEIK']. Result: 1 (developable). (3) The antibody is ['EVQLVQSGAEVKKPGESLKISCKGSGYRFTSYWIVWVRQMPGKGLEWMGIIYPGDFDTKYSPSFQGQVTISADKSISTAYLQWSSLKASDTAMYYCARLGGRYYHDSSGYYYLDYWGQGTLVTVSS', 'NFMLTQPHSVSESPGKTVTISCTRSSGSVASDYVQWYQQRPGSAPTTVVYEDNQRPSGVPDRFSGSIDSSSNSASLTISGLKTEDEADYYCQSYDNSSWVFGGGTKLTVL']. Result: 0 (not developable). (4) The antibody is ['DVQLQESGPGLVKPSQSLSLTCSVTGYSITSGYYWNWIRQFPGNKLEWMGYISYDGSNNYNPSLKNRVSITRDTSKNHFFLKLSSVTTEDTATYYCARASDSDGFAYWGQGTLVTVSA', 'DILMTQSPSSMSVSLGDTVSFTCHASQGIGRNIGWLQQKPGKSFKGLIYHGTNLKDGVPSRFSGSGSGADYSLTISRIESEDFADYYCIQYVQFPYTFGGGTKLEIK']. Result: 1 (developable). (5) The antibody is ['QVQLQESGPGLVKPSGTVSLTCAVSGGSISSSYWWSWVRQPPGKGLEWIGEIYHSGNTNYNPSLKSRVTISVDKSKNLFSLKLSSVTAADTAVYYCARVALFDILTGGWFDPWGQGTLVTVSS', 'YELTQPPSVSVSPGQTVNITCSGDTLGDKYVCWYQQKPGQSPVLVIYQDTKRPSGIPERFSGSNSGDTATLTVSGTQAMDEADYYCQAWDSSSFVFGTGTKVTVL']. Result: 0 (not developable). (6) The antibody is ['EVQLQQSGTVLARPGTSVKMSCKASGYSFTNYWMHWVKQRPGQGLEWIGSIYPGNSDTNYKQKFKGKAKLTAVTSASTAYMEVNSLTNEDSAVYYCTRFGNYVPFAYWGQGTLVTVSA', 'DIQMTQTTSSLSASLGDRVTIGCRASQDIGSYLNWYQQKPDGAVRLLIYYTSRLHSGVPSRFSGSGSGTHFSLTISNLEQEDIGTYFCHQDTKPPYTFGSGTKLEIK']. Result: 1 (developable). (7) The antibody is ['QVQLQESGGGLVQPGGSMKLSCVASGFTFSNYWMNWVRQSPEKGLEWVAEIRLKSNNYATHYAESVKGRFTISRDDSKSSVYLQMNNLRAEDTGIYYCTGVGQFAYWGQGTTVTVSA', 'PROT_4F140F4E']. Result: 0 (not developable). (8) The antibody is ['QVQLVQSGAEVKKPGASVKVSCKASGYSFSSFGISWVRQAPGQGLEWLGWISAFNGYTKYAQKFQDRVTMTTDTSTSTAYMELRSLRSDDTAVYYCARDPAAWPLQQSLAWFDPWGQGTMVTVSS', 'TQPPSASGTPGQRVTISCSGSTSNLKRNYVYWYQQLPGTAPKLLIYRDRRRPSGVPDRFSGSKSGTSASLAISGLRSEDEADYYCAWYDRELSEWVFGGGTKLTVL']. Result: 0 (not developable). (9) The antibody is ['QVQLVQSGAEVKKPGASVKVSCKASGFNIKDTYIHWVRQAPGQRLEWMGRIDPANGYTKYDPKFQGRVTITADTSASTAYMELSSLRSEDEAVYYCAREGYYGNYGVYAMDYWGQGTLVTVSS', 'DIQMTQSPSSLSASVGDRVTITCKTSQDINKYMAWYQQTPGKAPRLLIHYTSALQPGIPSRFSGSGSGRDYTFTISSLQPEDIATYYCLQYDNLWTFGQGTKVEIK']. Result: 1 (developable). (10) The antibody is ['5tfw', '5t6l_L']. Result: 0 (not developable).